This data is from Full USPTO retrosynthesis dataset with 1.9M reactions from patents (1976-2016). The task is: Predict the reactants needed to synthesize the given product. (1) Given the product [C:8]([O:12][C:13]([N:15]1[CH2:16][CH:17]=[C:18]([C:21]2[N:26]=[CH:25][C:24]([C:27]([O:29][CH3:1])=[O:28])=[CH:23][N:22]=2)[CH2:19][CH2:20]1)=[O:14])([CH3:11])([CH3:9])[CH3:10], predict the reactants needed to synthesize it. The reactants are: [CH3:1][Si](C=[N+]=[N-])(C)C.[C:8]([O:12][C:13]([N:15]1[CH2:20][CH:19]=[C:18]([C:21]2[N:26]=[CH:25][C:24]([C:27]([OH:29])=[O:28])=[CH:23][N:22]=2)[CH2:17][CH2:16]1)=[O:14])([CH3:11])([CH3:10])[CH3:9]. (2) Given the product [NH2:39][C:38]1[C:33]2[N:32]=[N:1][N:30]([CH2:29][C:18]3[N:19]([C:22]4[CH:23]=[CH:24][CH:25]=[CH:26][C:27]=4[CH3:28])[C:20](=[O:21])[C:12]4[C:13](=[CH:14][CH:15]=[CH:16][C:11]=4[CH3:10])[N:17]=3)[C:34]=2[N:35]=[CH:36][N:37]=1, predict the reactants needed to synthesize it. The reactants are: [N:1]1C=C2C(N=CN2)=NC=1.[CH3:10][C:11]1[CH:16]=[CH:15][CH:14]=[C:13]2[N:17]=[C:18]([CH2:29][N:30]3[C:34]4[N:35]=[CH:36][N:37]=[C:38]([NH2:39])[C:33]=4[N:32]=C3)[N:19]([C:22]3[C:27]([CH3:28])=[CH:26][CH:25]=[CH:24][CH:23]=3)[C:20](=[O:21])[C:12]=12. (3) Given the product [Br:1][C:2]1[CH:3]=[C:4]2[C:9](=[CH:10][CH:11]=1)[O:8][C:7]([CH2:13][CH2:14][CH2:15][O:16][Si:22]([C:19]([CH3:21])([CH3:20])[CH3:18])([CH3:24])[CH3:23])([CH3:12])[CH2:6][C:5]2=[O:17], predict the reactants needed to synthesize it. The reactants are: [Br:1][C:2]1[CH:3]=[C:4]2[C:9](=[CH:10][CH:11]=1)[O:8][C:7]([CH2:13][CH2:14][CH2:15][OH:16])([CH3:12])[CH2:6][C:5]2=[O:17].[CH3:18][C:19]([Si:22](Cl)([CH3:24])[CH3:23])([CH3:21])[CH3:20].N1C=CN=C1. (4) Given the product [Br:32][CH2:28][C:25]1[CH:26]=[CH:27][C:22]([C:18]2[N:17]=[CH:16][N:15]=[C:14]3[C:19]=2[N:20]=[CH:21][N:13]3[C:8]2[CH:7]=[C:6]([CH:11]=[CH:10][C:9]=2[CH3:12])[C:5]([NH:4][CH:1]2[CH2:3][CH2:2]2)=[O:30])=[CH:23][CH:24]=1, predict the reactants needed to synthesize it. The reactants are: [CH:1]1([NH:4][C:5](=[O:30])[C:6]2[CH:11]=[CH:10][C:9]([CH3:12])=[C:8]([N:13]3[CH:21]=[N:20][C:19]4[C:14]3=[N:15][CH:16]=[N:17][C:18]=4[C:22]3[CH:27]=[CH:26][C:25]([CH2:28]O)=[CH:24][CH:23]=3)[CH:7]=2)[CH2:3][CH2:2]1.C(Br)(Br)(Br)[Br:32].C1(P(C2C=CC=CC=2)C2C=CC=CC=2)C=CC=CC=1. (5) Given the product [Cl:1][C:2]1[CH:22]=[N:21][C:5]2[N:6]=[C:7]([N:12]3[CH2:13][CH:14]([CH3:20])[N:15]([CH3:19])[CH:16]([CH3:18])[CH2:17]3)[C:8]3[N:9]([CH:23]=[N:11][N:10]=3)[C:4]=2[CH:3]=1, predict the reactants needed to synthesize it. The reactants are: [Cl:1][C:2]1[CH:22]=[N:21][C:5]2=[N:6][C:7]([N:12]3[CH2:17][CH:16]([CH3:18])[N:15]([CH3:19])[CH:14]([CH3:20])[CH2:13]3)=[C:8]([NH:10][NH2:11])[N:9]=[C:4]2[CH:3]=1.[CH:23](OC)(OC)OC. (6) Given the product [CH2:14]([O:13][C:11]1[C:5]([C:6]([O:8][CH2:9][CH3:10])=[O:7])=[CH:4][N:24]([CH2:22][CH3:23])[N:25]=1)[C:15]1[CH:31]=[CH:32][CH:27]=[CH:28][CH:29]=1, predict the reactants needed to synthesize it. The reactants are: C(O[CH:4]=[C:5]([C:11]([O:13][CH2:14][CH3:15])=O)[C:6]([O:8][CH2:9][CH3:10])=[O:7])C.C(O)(=O)C(O)=O.[CH2:22]([NH:24][NH2:25])[CH3:23].C(Br)[C:27]1[CH:32]=[CH:31]C=[CH:29][CH:28]=1.C(=O)([O-])[O-].[K+].[K+].[Cl-].[NH4+]. (7) Given the product [OH:27][N:26]=[CH:4][C:5]1[N:10]=[C:9]([CH3:11])[C:8]([C:12]([NH:14][CH2:15][C:16]2[CH:21]=[CH:20][CH:19]=[CH:18][N:17]=2)=[O:13])=[CH:7][N:6]=1, predict the reactants needed to synthesize it. The reactants are: C(O[CH:4](OCC)[C:5]1[N:10]=[C:9]([CH3:11])[C:8]([C:12]([NH:14][CH2:15][C:16]2[CH:21]=[CH:20][CH:19]=[CH:18][N:17]=2)=[O:13])=[CH:7][N:6]=1)C.Cl.[NH2:26][OH:27].C([O-])(=O)C.[Na+].C(=O)(O)[O-].[Na+].